Dataset: Full USPTO retrosynthesis dataset with 1.9M reactions from patents (1976-2016). Task: Predict the reactants needed to synthesize the given product. (1) Given the product [Br:26][C:27]1[CH:34]=[CH:33][C:30]([C:31]2[N:12]([CH2:13][C@@H:14]3[CH2:18][CH2:17][N:16]([C:19]([O:21][C:22]([CH3:25])([CH3:24])[CH3:23])=[O:20])[CH2:15]3)[C:3]3[CH:4]=[C:5]([C:8]([O:10][CH3:11])=[O:9])[CH:6]=[CH:7][C:2]=3[N:1]=2)=[CH:29][CH:28]=1, predict the reactants needed to synthesize it. The reactants are: [NH2:1][C:2]1[CH:7]=[CH:6][C:5]([C:8]([O:10][CH3:11])=[O:9])=[CH:4][C:3]=1[NH:12][CH2:13][C@@H:14]1[CH2:18][CH2:17][N:16]([C:19]([O:21][C:22]([CH3:25])([CH3:24])[CH3:23])=[O:20])[CH2:15]1.[Br:26][C:27]1[CH:34]=[CH:33][C:30]([CH:31]=O)=[CH:29][CH:28]=1. (2) The reactants are: [CH2:1]([N:5]1[C:10]2=[N:11][NH:12][C:13]([NH:14][C:15]3[CH:20]=[CH:19][CH:18]=[CH:17][CH:16]=3)=[C:9]2[C:8](=[O:21])[N:7]([CH3:22])[C:6]1=[O:23])[CH:2]([CH3:4])[CH3:3].Br[CH2:25][C:26]#[C:27][C:28]1[CH:33]=[CH:32][CH:31]=[CH:30][CH:29]=1.C(=O)([O-])[O-].[K+].[K+]. Given the product [CH2:1]([N:5]1[C:10]2=[N:11][N:12]([CH2:25][C:26]#[C:27][C:28]3[CH:33]=[CH:32][CH:31]=[CH:30][CH:29]=3)[C:13]([NH:14][C:15]3[CH:16]=[CH:17][CH:18]=[CH:19][CH:20]=3)=[C:9]2[C:8](=[O:21])[N:7]([CH3:22])[C:6]1=[O:23])[CH:2]([CH3:4])[CH3:3], predict the reactants needed to synthesize it. (3) Given the product [CH3:17][CH:13]1[CH2:14][CH2:15][CH2:16][N:12]1[CH2:11][C@H:9]1[CH2:10][C@@H:8]1[C:5]1[CH:6]=[CH:7][C:2]([C:19]2[CH:20]=[CH:21][C:22]([C:25]#[N:35])=[CH:23][CH:24]=2)=[CH:3][CH:4]=1, predict the reactants needed to synthesize it. The reactants are: Br[C:2]1[CH:7]=[CH:6][C:5]([C@H:8]2[CH2:10][C@@H:9]2[CH2:11][N:12]2[CH2:16][CH2:15][CH2:14][CH:13]2[CH3:17])=[CH:4][CH:3]=1.Br[C:19]1[CH:24]=[CH:23][C:22]([C@H:25]2C[C@@H]2CN2CCC[C@@H]2C)=[CH:21][CH:20]=1.[NH3:35]. (4) Given the product [CH3:13][Si:12]([CH2:11][CH2:10][O:9][C:7]([C:6]1[C:2]([NH:1][C:28]([O:47][CH2:46][C:44]2[O:45][C:41]3[CH:40]=[CH:39][C:38]([C:32]4[CH:33]=[CH:34][CH:35]=[CH:36][CH:37]=4)=[CH:48][C:42]=3[CH:43]=2)=[O:29])=[N:3][N:4]([C:16]2[CH:17]=[CH:18][CH:19]=[CH:20][CH:21]=2)[CH:5]=1)=[O:8])([CH3:15])[CH3:14], predict the reactants needed to synthesize it. The reactants are: [NH2:1][C:2]1[C:6]([C:7]([O:9][CH2:10][CH2:11][Si:12]([CH3:15])([CH3:14])[CH3:13])=[O:8])=[CH:5][N:4]([C:16]2[CH:21]=[CH:20][CH:19]=[CH:18][CH:17]=2)[N:3]=1.N1C=CC=CC=1.[C:28](Cl)(Cl)=[O:29].[C:32]1([C:38]2[CH:39]=[CH:40][C:41]3[O:45][C:44]([CH2:46][OH:47])=[CH:43][C:42]=3[CH:48]=2)[CH:37]=[CH:36][CH:35]=[CH:34][CH:33]=1. (5) Given the product [CH3:1][S:2]([C:5]1[CH:6]=[CH:7][C:8]([CH2:9][NH:10][C:11]([C:13]2[C:18](=[O:19])[C:17]([C:20]3[CH:25]=[CH:24][CH:23]=[C:22]([C:26]([F:28])([F:27])[F:29])[CH:21]=3)=[C:16]([CH3:30])[N:15]([CH2:39][C:40]3[CH:45]=[CH:44][CH:43]=[CH:42][CH:41]=3)[CH:14]=2)=[O:12])=[CH:31][CH:32]=1)(=[O:4])=[O:3], predict the reactants needed to synthesize it. The reactants are: [CH3:1][S:2]([C:5]1[CH:32]=[CH:31][C:8]([CH2:9][NH:10][C:11]([C:13]2[C:18](=[O:19])[C:17]([C:20]3[CH:25]=[CH:24][CH:23]=[C:22]([C:26]([F:29])([F:28])[F:27])[CH:21]=3)=[C:16]([CH3:30])[NH:15][CH:14]=2)=[O:12])=[CH:7][CH:6]=1)(=[O:4])=[O:3].C([O-])([O-])=O.[K+].[K+].[CH2:39](Br)[C:40]1[CH:45]=[CH:44][CH:43]=[CH:42][CH:41]=1. (6) The reactants are: [CH3:1][N:2]([C:4]([N:6]=[C:7]([NH2:9])[NH2:8])=[NH:5])[CH3:3].Cl.[OH-].[K+]. Given the product [CH3:1][N:2]([C:4]([NH:6][C:7]([NH2:9])=[NH:8])=[NH:5])[CH3:3], predict the reactants needed to synthesize it. (7) Given the product [Cl:11][C:12]1[C:19]([F:20])=[CH:18][C:15]([C:16]#[N:17])=[C:14]([O:5][C@@H:4]([C:6]2[CH:10]=[CH:9][S:8][CH:7]=2)[CH2:3][CH2:2][Cl:1])[CH:13]=1, predict the reactants needed to synthesize it. The reactants are: [Cl:1][CH2:2][CH2:3][C@H:4]([C:6]1[CH:10]=[CH:9][S:8][CH:7]=1)[OH:5].[Cl:11][C:12]1[C:19]([F:20])=[CH:18][C:15]([C:16]#[N:17])=[C:14](F)[CH:13]=1.